The task is: Predict the product of the given reaction.. This data is from Forward reaction prediction with 1.9M reactions from USPTO patents (1976-2016). (1) Given the reactants [F:1][C:2]1[CH:30]=[CH:29][C:5]2[N:6]=[C:7]([NH:9][C@H:10]3[CH2:14][CH2:13][CH2:12][C@@H:11]3[NH:15][C:16](=[O:28])[C:17]3[CH:22]=[CH:21][CH:20]=[CH:19][C:18]=3N3C=CC=N3)[S:8][C:4]=2[CH:3]=1.[CH2:31]([O:33]C1C=CC=CC=1C(O)=O)[CH3:32].Cl.FC1C=CC2N=C(N[C@H]3CCC[C@@H]3N)SC=2C=1, predict the reaction product. The product is: [CH2:31]([O:33][C:18]1[CH:19]=[CH:20][CH:21]=[CH:22][C:17]=1[C:16]([NH:15][C@H:11]1[CH2:12][CH2:13][CH2:14][C@@H:10]1[NH:9][C:7]1[S:8][C:4]2[CH:3]=[C:2]([F:1])[CH:30]=[CH:29][C:5]=2[N:6]=1)=[O:28])[CH3:32]. (2) Given the reactants Cl[C:2]1[C:3]2[S:22][CH2:21][CH2:20][C:4]=2[N:5]=[C:6]([N:8]2[CH2:13][CH2:12][N:11]([C:14]3[CH:19]=[CH:18][CH:17]=[CH:16][CH:15]=3)[CH2:10][CH2:9]2)[N:7]=1.[Cl:23][C:24]1[CH:25]=[C:26]([NH2:30])[CH:27]=[CH:28][CH:29]=1.C(N(C(C)C)CC)(C)C, predict the reaction product. The product is: [Cl:23][C:24]1[CH:25]=[C:26]([NH:30][C:2]2[C:3]3[S:22][CH2:21][CH2:20][C:4]=3[N:5]=[C:6]([N:8]3[CH2:9][CH2:10][N:11]([C:14]4[CH:19]=[CH:18][CH:17]=[CH:16][CH:15]=4)[CH2:12][CH2:13]3)[N:7]=2)[CH:27]=[CH:28][CH:29]=1. (3) Given the reactants Br[C:2]1[CH:11]=[C:10]2[C:5]([CH2:6][CH:7]([CH3:26])[N:8]([C:12]3[CH:17]=[C:16]([N:18]4[CH2:23][CH2:22][N:21]([CH3:24])[CH2:20][CH2:19]4)[N:15]=[C:14]([NH2:25])[N:13]=3)[CH2:9]2)=[CH:4][CH:3]=1.CC1(C)C(C)(C)OB([C:35]2[CH:36]=[CH:37][C:38]3[O:43][CH2:42][C:41](=[O:44])[NH:40][C:39]=3[CH:45]=2)O1, predict the reaction product. The product is: [NH2:25][C:14]1[N:13]=[C:12]([N:8]2[CH:7]([CH3:26])[CH2:6][C:5]3[C:10](=[CH:11][C:2]([C:35]4[CH:36]=[CH:37][C:38]5[O:43][CH2:42][C:41](=[O:44])[NH:40][C:39]=5[CH:45]=4)=[CH:3][CH:4]=3)[CH2:9]2)[CH:17]=[C:16]([N:18]2[CH2:23][CH2:22][N:21]([CH3:24])[CH2:20][CH2:19]2)[N:15]=1. (4) Given the reactants [N:1]([C:4](=[CH:9][C:10]1[CH:15]=[CH:14][C:13]([CH2:16][CH3:17])=[CH:12][CH:11]=1)[C:5]([O:7][CH3:8])=[O:6])=[N+]=[N-], predict the reaction product. The product is: [CH2:16]([C:13]1[CH:14]=[C:15]2[C:10]([CH:9]=[C:4]([C:5]([O:7][CH3:8])=[O:6])[NH:1]2)=[CH:11][CH:12]=1)[CH3:17]. (5) Given the reactants [C:1]([O:5][C:6](=[O:20])[NH:7][C@@H:8]1[C:14](=[O:15])[NH:13][C:12]2[CH:16]=[CH:17][CH:18]=[CH:19][C:11]=2[NH:10][CH2:9]1)([CH3:4])([CH3:3])[CH3:2].C[Si]([N-][Si](C)(C)C)(C)C.[Li+].Br[CH2:32][CH:33]1[CH2:35][CH2:34]1, predict the reaction product. The product is: [C:1]([O:5][C:6](=[O:20])[NH:7][C@@H:8]1[C:14](=[O:15])[N:13]([CH2:32][CH:33]2[CH2:35][CH2:34]2)[C:12]2[CH:16]=[CH:17][CH:18]=[CH:19][C:11]=2[NH:10][CH2:9]1)([CH3:4])([CH3:2])[CH3:3]. (6) Given the reactants [C:1]([C:5]1[S:13][C:12]2[C:11](Cl)=[N:10][C:9]([C:15]([C:17]3[CH:22]=[CH:21][C:20]([F:23])=[CH:19][CH:18]=3)=[O:16])=[N:8][C:7]=2[CH:6]=1)([CH3:4])([CH3:3])[CH3:2].[NH:24]1[CH:28]=[CH:27][C:26]([NH2:29])=[N:25]1.[CH3:30]CN(C(C)C)C(C)C, predict the reaction product. The product is: [C:1]([C:5]1[S:13][C:12]2[C:11]([NH:29][C:26]3[CH:27]=[C:28]([CH3:30])[NH:24][N:25]=3)=[N:10][C:9]([C:15]([C:17]3[CH:22]=[CH:21][C:20]([F:23])=[CH:19][CH:18]=3)=[O:16])=[N:8][C:7]=2[CH:6]=1)([CH3:4])([CH3:3])[CH3:2].